Dataset: Reaction yield outcomes from USPTO patents with 853,638 reactions. Task: Predict the reaction yield, written as a fraction of the theoretical maximum amount of product (1.0 means a 100% yield; for example, 0.34 means a 34% yield). (1) The reactants are [C:1]([OH:7])([C:3](F)(F)F)=O.C(Cl)(=O)C.BrC1[CH:18]=[CH:17][C:16]([CH2:19][C:20]([C:22]2[CH:27]=[CH:26][C:25]([O:28][CH3:29])=[CH:24][CH:23]=2)=O)=[CH:15][CH:14]=1. No catalyst specified. The product is [CH3:29][O:28][C:25]1[CH:26]=[CH:27][C:22]([C:20]#[C:19][C:16]2[CH:17]=[CH:18][C:3]([CH:1]=[O:7])=[CH:14][CH:15]=2)=[CH:23][CH:24]=1. The yield is 0.890. (2) The reactants are [C:1]1([NH:7][C:8]([C:10]2[NH:11][C:12]3[C:17]([C:18]=2[C:19]2[CH:24]=[CH:23][CH:22]=[CH:21][CH:20]=2)=[CH:16][C:15]([NH2:25])=[CH:14][CH:13]=3)=[O:9])[CH:6]=[CH:5][CH:4]=[CH:3][CH:2]=1.[F:26][C:27]([F:40])([F:39])[O:28][C:29]1[CH:34]=[CH:33][C:32]([S:35](Cl)(=[O:37])=[O:36])=[CH:31][CH:30]=1. The catalyst is CCCCCC.C(OCC)(=O)C. The product is [C:1]1([NH:7][C:8]([C:10]2[NH:11][C:12]3[C:17]([C:18]=2[C:19]2[CH:20]=[CH:21][CH:22]=[CH:23][CH:24]=2)=[CH:16][C:15]([NH:25][S:35]([C:32]2[CH:31]=[CH:30][C:29]([O:28][C:27]([F:26])([F:39])[F:40])=[CH:34][CH:33]=2)(=[O:37])=[O:36])=[CH:14][CH:13]=3)=[O:9])[CH:6]=[CH:5][CH:4]=[CH:3][CH:2]=1. The yield is 0.580. (3) The reactants are C(N(CC)C(C)C)(C)C.[F:10][C:11]1[CH:19]=[C:18]([N+:20]([O-:22])=[O:21])[CH:17]=[CH:16][C:12]=1[C:13]([OH:15])=O.F[P-](F)(F)(F)(F)F.N1(OC(N(C)C)=[N+](C)C)C2N=CC=CC=2N=N1.[C:47]([O:51][C:52]([CH3:55])([CH3:54])[CH3:53])(=[O:50])[NH:48][NH2:49]. The catalyst is CN(C=O)C. The product is [C:52]([O:51][C:47]([NH:48][NH:49][C:13](=[O:15])[C:12]1[CH:16]=[CH:17][C:18]([N+:20]([O-:22])=[O:21])=[CH:19][C:11]=1[F:10])=[O:50])([CH3:55])([CH3:54])[CH3:53]. The yield is 0.570. (4) The reactants are [CH3:1][N:2]([CH3:28])[C:3]([C:5]1[N:6]([CH:25]([CH3:27])[CH3:26])[C:7]([CH:23]=[O:24])=[C:8]([C:16]2[CH:21]=[CH:20][C:19]([F:22])=[CH:18][CH:17]=2)[C:9]=1[C:10]1[CH:15]=[CH:14][CH:13]=[CH:12][CH:11]=1)=[O:4].[BH4-].[Na+]. The catalyst is C1COCC1.CO. The product is [CH3:1][N:2]([CH3:28])[C:3]([C:5]1[N:6]([CH:25]([CH3:26])[CH3:27])[C:7]([CH2:23][OH:24])=[C:8]([C:16]2[CH:17]=[CH:18][C:19]([F:22])=[CH:20][CH:21]=2)[C:9]=1[C:10]1[CH:11]=[CH:12][CH:13]=[CH:14][CH:15]=1)=[O:4]. The yield is 0.760. (5) The reactants are [C:1]([Si:5]([CH3:19])([CH3:18])[O:6][CH2:7][CH2:8][C:9]1[CH:14]=[CH:13][C:12]([N+:15]([O-])=O)=[CH:11][CH:10]=1)([CH3:4])([CH3:3])[CH3:2]. The catalyst is C(OCC)(=O)C.[Pd]. The product is [Si:5]([O:6][CH2:7][CH2:8][C:9]1[CH:10]=[CH:11][C:12]([NH2:15])=[CH:13][CH:14]=1)([C:1]([CH3:3])([CH3:4])[CH3:2])([CH3:19])[CH3:18]. The yield is 0.950. (6) The reactants are [N:1]([CH2:4][CH:5]([S:10]([OH:13])(=[O:12])=[O:11])[CH2:6][C:7]([OH:9])=[O:8])=[N+]=[N-]. The catalyst is [Pd].CO. The product is [NH2:1][CH2:4][CH:5]([S:10]([OH:13])(=[O:11])=[O:12])[CH2:6][C:7]([OH:9])=[O:8]. The yield is 0.950. (7) The yield is 0.640. The product is [OH:1][C:2]1[CH:10]=[C:9]([O:11][CH3:12])[C:8]([O:13][CH3:14])=[CH:7][C:3]=1[C:4]([O:6][C:15]1[CH:20]=[CH:19][CH:18]=[CH:17][CH:16]=1)=[O:5]. The reactants are [OH:1][C:2]1[CH:10]=[C:9]([O:11][CH3:12])[C:8]([O:13][CH3:14])=[CH:7][C:3]=1[C:4]([OH:6])=[O:5].[C:15]1(O)[CH:20]=[CH:19][CH:18]=[CH:17][CH:16]=1.O=S(Cl)Cl. The catalyst is C1(C)C(C)=CC=CC=1.